The task is: Predict the reactants needed to synthesize the given product.. This data is from Full USPTO retrosynthesis dataset with 1.9M reactions from patents (1976-2016). (1) Given the product [Cl:1][C:2]1[C:11]([C:12]([O:14][C:34]2[C:33]([F:36])=[C:32]([F:37])[C:31]([F:38])=[C:30]([F:39])[C:29]=2[F:28])=[O:13])=[C:10]([NH:15][CH2:16][C:17]2[CH:22]=[CH:21][C:20]([O:23][CH3:24])=[C:19]([Cl:25])[CH:18]=2)[C:9]2[C:4](=[CH:5][CH:6]=[C:7]([C:26]#[N:27])[CH:8]=2)[N:3]=1, predict the reactants needed to synthesize it. The reactants are: [Cl:1][C:2]1[C:11]([C:12]([OH:14])=[O:13])=[C:10]([NH:15][CH2:16][C:17]2[CH:22]=[CH:21][C:20]([O:23][CH3:24])=[C:19]([Cl:25])[CH:18]=2)[C:9]2[C:4](=[CH:5][CH:6]=[C:7]([C:26]#[N:27])[CH:8]=2)[N:3]=1.[F:28][C:29]1[C:34](O)=[C:33]([F:36])[C:32]([F:37])=[C:31]([F:38])[C:30]=1[F:39].C1CCC(N=C=NC2CCCCC2)CC1.CCOC(C)=O. (2) Given the product [CH2:38]([O:28][C:27](=[O:29])[C:26]1[CH:30]=[CH:31][C:23]([NH:22][C:20]([C:17]2[CH:18]=[C:19]3[C:14]([CH2:13][CH2:12][N:11]3[S:8]([C:6]3[CH:7]=[C:2]([Cl:1])[CH:3]=[CH:4][C:5]=3[O:35][CH3:36])(=[O:10])=[O:9])=[C:15]([O:33][CH3:34])[CH:16]=2)=[O:21])=[CH:24][C:25]=1[F:32])[CH3:43], predict the reactants needed to synthesize it. The reactants are: [Cl:1][C:2]1[CH:3]=[CH:4][C:5]([O:35][CH3:36])=[C:6]([S:8]([N:11]2[C:19]3[C:14](=[C:15]([O:33][CH3:34])[CH:16]=[C:17]([C:20]([NH:22][C:23]4[CH:31]=[CH:30][C:26]([C:27]([OH:29])=[O:28])=[C:25]([F:32])[CH:24]=4)=[O:21])[CH:18]=3)[CH2:13][CH2:12]2)(=[O:10])=[O:9])[CH:7]=1.Cl[C:38]1C=CC(OC)=C(S(Cl)(=O)=O)[CH:43]=1. (3) Given the product [CH:24]([O:23][C:19]1[CH:18]=[C:17]([CH:22]=[CH:21][CH:20]=1)[O:16][CH2:15][CH2:14][NH:13][CH2:12][C:11]1[CH:10]=[C:9]([C:7]([N:1]2[CH2:2][CH2:3][CH2:4][CH2:5][CH2:6]2)=[O:8])[CH:34]=[CH:33][CH:32]=1)([CH3:35])[CH3:25], predict the reactants needed to synthesize it. The reactants are: [N:1]1([C:7]([C:9]2[CH:10]=[C:11]([CH:32]=[CH:33][CH:34]=2)[CH2:12][NH:13][CH2:14][CH2:15][O:16][C:17]2[CH:18]=[C:19]([O:23][C:24](=O)[C:25]3C=CC=CC=3)[CH:20]=[CH:21][CH:22]=2)=[O:8])[CH2:6][CH2:5][CH2:4][CH2:3][CH2:2]1.[CH:35](OC1C=CC=CC=1NCCN)(C)C. (4) Given the product [Br:91][C:92]1[C:93](=[O:117])[NH:94][N:95]=[C:96]([O:106][CH2:107][CH2:12][CH2:14][C:15]2[CH:16]=[CH:17][C:18]([Cl:87])=[CH:19][CH:20]=2)[C:97]=1[NH:98][CH2:99][C:100]1[CH:105]=[CH:104][CH:103]=[CH:61][N:51]=1, predict the reactants needed to synthesize it. The reactants are: [Na].CC1(C)S[C@@H]2[C@H](N[C:12]([C@H:14](NC(N3C(=O)N(/N=C/C4OC=CC=4)CC3)=O)[C:15]3[CH:20]=[CH:19][C:18](O)=[CH:17][CH:16]=3)=O)C(=O)N2[C@H]1C(O)=O.C(C1NC2C(=O)N(C)C3=N[C@@H]4CCC[C@@H:61]4[N:51]3C=2N=1)CCCCC.C(C1C2C(=CC(C([O-])=O)=CC=2)N(CC2C=CC=CC=2[Cl:87])C=1CCC)(=O)C.[Br:91][C:92]1[C:93](=[O:117])[NH:94][N:95]=[C:96]([O:106][CH2:107]CCC2C=CC(Cl)=CC=2)[C:97]=1[NH:98][CH2:99][C:100]1C=N[CH:103]=[CH:104][CH:105]=1.O1C2C=CC(CNC3C4C(=CC=C(Cl)C=4)N=C(N4CCC(C(O)=O)CC4)N=3)=CC=2OC1.CN1C(=O)[C@H]2CC3C4C(=CC=CC=4)NC=3[C@@H](C3C=CC4OCOC=4C=3)N2C(=O)C1.CN1C2=N[C@@H]3CCC[C@@H]3N2C2N=C(CC3C=CC(C(F)(F)F)=CC=3)NC=2C1=O. (5) Given the product [CH3:9][C@@H:8]1[CH2:7][CH2:6][CH2:5][N:4]([C:10]([C:12]2[CH:17]=[C:16]([CH3:18])[CH:15]=[CH:14][C:13]=2[N:19]2[N:23]=[C:22]([CH3:24])[CH:21]=[N:20]2)=[O:11])[C@@H:3]1[CH2:2][NH:1][C:26]1[N:27]=[N:28][C:29]([C:32]([F:35])([F:34])[F:33])=[CH:30][CH:31]=1, predict the reactants needed to synthesize it. The reactants are: [NH2:1][CH2:2][C@@H:3]1[C@H:8]([CH3:9])[CH2:7][CH2:6][CH2:5][N:4]1[C:10]([C:12]1[CH:17]=[C:16]([CH3:18])[CH:15]=[CH:14][C:13]=1[N:19]1[N:23]=[C:22]([CH3:24])[CH:21]=[N:20]1)=[O:11].Cl[C:26]1[N:27]=[N:28][C:29]([C:32]([F:35])([F:34])[F:33])=[CH:30][CH:31]=1.